This data is from Forward reaction prediction with 1.9M reactions from USPTO patents (1976-2016). The task is: Predict the product of the given reaction. (1) Given the reactants [F:1][C:2]1([F:14])[C:4]2([C:13]3[C:8](=[CH:9][CH:10]=[CH:11][CH:12]=3)[NH:7][CH2:6][CH2:5]2)[CH2:3]1.N1C=CC=CC=1.[C:21](Cl)(Cl)=[O:22].Cl.Cl.[NH:27]1[CH2:31][CH2:30][CH:29]([C:32]2[CH:33]=[N:34][NH:35][CH:36]=2)[CH2:28]1, predict the reaction product. The product is: [F:14][C:2]1([F:1])[C:4]2([C:13]3[C:8](=[CH:9][CH:10]=[CH:11][CH:12]=3)[N:7]([C:21]([N:27]3[CH2:31][CH2:30][CH:29]([C:32]4[CH:33]=[N:34][NH:35][CH:36]=4)[CH2:28]3)=[O:22])[CH2:6][CH2:5]2)[CH2:3]1. (2) Given the reactants C([O:8][C:9]1[CH:14]=[CH:13][C:12]([C:15]2[C:23]3[C:22](=[O:24])[N:21]([CH3:25])[C:20]([N:26]([CH2:30][CH2:31][CH3:32])[CH2:27][CH2:28][CH3:29])=[N:19][C:18]=3[N:17]([CH3:33])[CH:16]=2)=[C:11]([F:34])[CH:10]=1)C1C=CC=CC=1, predict the reaction product. The product is: [CH2:30]([N:26]([CH2:27][CH2:28][CH3:29])[C:20]1[N:21]([CH3:25])[C:22](=[O:24])[C:23]2[C:15]([C:12]3[CH:13]=[CH:14][C:9]([OH:8])=[CH:10][C:11]=3[F:34])=[CH:16][N:17]([CH3:33])[C:18]=2[N:19]=1)[CH2:31][CH3:32]. (3) Given the reactants [F:1][C:2]1[CH:7]=[CH:6][C:5]([NH:8][C:9]2[C:10]3[C:17]([CH3:18])=[C:16]([C:19]([O:21][CH3:22])=[O:20])[S:15][C:11]=3[N:12]=[CH:13][N:14]=2)=[C:4]([OH:23])[CH:3]=1.CS(O[CH:29]1[CH2:33][CH2:32][N:31]([S:34]([CH3:37])(=[O:36])=[O:35])[CH2:30]1)(=O)=O.C(=O)([O-])[O-].[K+].[K+].CCOC(C)=O, predict the reaction product. The product is: [CH3:22][O:21][C:19]([C:16]1[S:15][C:11]2[N:12]=[CH:13][N:14]=[C:9]([NH:8][C:5]3[CH:6]=[CH:7][C:2]([F:1])=[CH:3][C:4]=3[O:23][CH:29]3[CH2:33][CH2:32][N:31]([S:34]([CH3:37])(=[O:36])=[O:35])[CH2:30]3)[C:10]=2[C:17]=1[CH3:18])=[O:20]. (4) The product is: [CH3:24][C:15]1[CH:14]=[CH:23][CH:22]=[C:17]([CH3:18])[C:16]=1[NH:56][C:69]([NH:1][C:2]1[CH:10]=[C:9]([F:11])[C:8]([F:12])=[CH:7][C:3]=1[C:4]([NH:44][C@H:45]([C:53]([OH:55])=[O:54])[CH2:46][C:47]1[CH:48]=[CH:49][CH:50]=[CH:51][CH:52]=1)=[O:6])=[O:70]. Given the reactants [NH2:1][C:2]1[CH:10]=[C:9]([F:11])[C:8]([F:12])=[CH:7][C:3]=1[C:4]([OH:6])=O.N[C:14]1[C:15]([C:24](O)=O)=[CH:16][C:17]2[C:22]([CH:23]=1)=CC=C[CH:18]=2.C([NH:44][C@H:45]([C:53]([OH:55])=[O:54])[CH2:46][C:47]1[CH:52]=[CH:51][CH:50]=[CH:49][CH:48]=1)(OCC1C2C(=CC=CC=2)C2C1=CC=CC=2)=O.[NH:56]([C:69](OCC1C2C(=CC=CC=2)C2C1=CC=CC=2)=[O:70])[C@H](C(O)=O)CC(=O)OC(C)(C)C, predict the reaction product. (5) Given the reactants F[C:2]1[C:7]([N+:8]([O-:10])=[O:9])=[CH:6][CH:5]=[CH:4][N:3]=1.[OH:11][CH2:12][CH:13]([CH2:16][OH:17])[CH2:14][OH:15], predict the reaction product. The product is: [N+:8]([C:7]1[C:2]([O:11][CH2:12][CH:13]([CH2:16][OH:17])[CH2:14][OH:15])=[N:3][CH:4]=[CH:5][CH:6]=1)([O-:10])=[O:9]. (6) Given the reactants [CH3:1][C:2]1[C:6](/[CH:7]=[CH:8]/[C:9]([O:11][CH3:12])=[O:10])=[C:5]([CH3:13])[NH:4][N:3]=1.[H-].[Na+].[CH2:16](Br)[CH:17]=[CH:18][C:19]1[CH:24]=[CH:23][CH:22]=[CH:21][CH:20]=1, predict the reaction product. The product is: [CH2:16]([N:4]1[C:5]([CH3:13])=[C:6](/[CH:7]=[CH:8]/[C:9]([O:11][CH3:12])=[O:10])[C:2]([CH3:1])=[N:3]1)[CH:17]=[CH:18][C:19]1[CH:24]=[CH:23][CH:22]=[CH:21][CH:20]=1. (7) The product is: [CH:17]12[CH2:16][CH:15]3[CH2:14][CH:20]([CH2:19][CH:18]([CH2:24]3)[CH2:23]1)[CH2:21]2. Given the reactants [CH3:14][CH2:15][CH2:16][CH2:17]OP(O[CH2:14][CH2:15][CH2:16][CH3:17])(O[CH2:14][CH2:15][CH2:16][CH3:17])=O.[C:18]1([C:24]#C)[CH:23]=C[CH:21]=[CH:20][CH:19]=1, predict the reaction product. (8) Given the reactants [CH:1]1([C:4]2[CH:5]=[CH:6][C:7]([C:10]([O:12]C)=[O:11])=[N:8][CH:9]=2)[CH2:3][CH2:2]1.[OH-].[K+], predict the reaction product. The product is: [CH:1]1([C:4]2[CH:5]=[CH:6][C:7]([C:10]([OH:12])=[O:11])=[N:8][CH:9]=2)[CH2:2][CH2:3]1.